From a dataset of Catalyst prediction with 721,799 reactions and 888 catalyst types from USPTO. Predict which catalyst facilitates the given reaction. The catalyst class is: 3. Reactant: [NH:1]1[CH2:8][CH2:7][C:6](=[O:9])[NH:5][CH2:4][CH2:3][C:2]1=[O:10].[H-].[Na+].Br[CH2:14][C:15]([O:17][C:18]([CH3:21])([CH3:20])[CH3:19])=[O:16]. Product: [C:18]([O:17][C:15]([CH2:14][N:1]1[C:2](=[O:10])[CH2:3][CH2:4][N:5]([CH2:14][C:15]([O:17][C:18]([CH3:21])([CH3:20])[CH3:19])=[O:16])[C:6](=[O:9])[CH2:7][CH2:8]1)=[O:16])([CH3:21])([CH3:20])[CH3:19].